From a dataset of Catalyst prediction with 721,799 reactions and 888 catalyst types from USPTO. Predict which catalyst facilitates the given reaction. (1) Reactant: [CH3:1][C:2]1[N:7]=[CH:6][C:5]([OH:8])=[CH:4][CH:3]=1.[CH3:9][C:10]1([CH2:13]O)[CH2:12][CH2:11]1.C(C=P(CCCC)(CCCC)CCCC)#N. Product: [CH3:1][C:2]1[CH:3]=[CH:4][C:5]([O:8][CH2:9][C:10]2([CH3:13])[CH2:12][CH2:11]2)=[CH:6][N:7]=1. The catalyst class is: 11. (2) Reactant: [F:1][C:2]1[CH:7]=[CH:6][C:5]([CH3:8])=[C:4]([N:9]2[CH2:14][CH2:13][O:12][C@H:11]([C@@H:15]([OH:19])[C:16]([OH:18])=O)[C:10]2=[O:20])[CH:3]=1.[NH2:21][C:22]1[CH:27]=[CH:26][C:25]([C:28]2[NH:29][O:30][C:31](=[O:33])[N:32]=2)=[CH:24][CH:23]=1.NC1C=C2C(=CC=1)C(N(C(OC(C)(C)C)=O)C(OC(C)(C)C)=O)=NC=C2. Product: [F:1][C:2]1[CH:7]=[CH:6][C:5]([CH3:8])=[C:4]([N:9]2[CH2:14][CH2:13][O:12][C@H:11]([C@@H:15]([OH:19])[C:16]([NH:21][C:22]3[CH:23]=[CH:24][C:25]([C:28]4[NH:32][C:31](=[O:33])[O:30][N:29]=4)=[CH:26][CH:27]=3)=[O:18])[C:10]2=[O:20])[CH:3]=1. The catalyst class is: 3.